Dataset: Peptide-MHC class II binding affinity with 134,281 pairs from IEDB. Task: Regression. Given a peptide amino acid sequence and an MHC pseudo amino acid sequence, predict their binding affinity value. This is MHC class II binding data. (1) The peptide sequence is MRCVGVGNRDFVEGL. The MHC is DRB1_0901 with pseudo-sequence DRB1_0901. The binding affinity (normalized) is 0. (2) The peptide sequence is RIDTPEVLKGPFTVR. The MHC is DRB1_1501 with pseudo-sequence DRB1_1501. The binding affinity (normalized) is 0.246. (3) The peptide sequence is VNAQVNITMEDHCSQ. The MHC is DRB1_0101 with pseudo-sequence DRB1_0101. The binding affinity (normalized) is 0.268. (4) The peptide sequence is SVLLTLVALAG. The MHC is HLA-DQA10501-DQB10301 with pseudo-sequence HLA-DQA10501-DQB10301. The binding affinity (normalized) is 0.370.